This data is from Forward reaction prediction with 1.9M reactions from USPTO patents (1976-2016). The task is: Predict the product of the given reaction. The product is: [Cl:23][C:14]1[C:13]2[C:18](=[CH:19][C:10]([O:9][CH2:8][CH2:7][CH:2]3[CH2:3][CH2:4][CH2:5][CH2:6][NH:1]3)=[CH:11][CH:12]=2)[N:17]=[CH:16][N:15]=1. Given the reactants [NH:1]1[CH2:6][CH2:5][CH2:4][CH2:3][CH:2]1[CH2:7][CH2:8][O:9][C:10]1[CH:19]=[C:18]2[C:13]([C:14](=O)[NH:15][CH:16]=[N:17]2)=[CH:12][CH:11]=1.O=P(Cl)(Cl)[Cl:23], predict the reaction product.